Dataset: TCR-epitope binding with 47,182 pairs between 192 epitopes and 23,139 TCRs. Task: Binary Classification. Given a T-cell receptor sequence (or CDR3 region) and an epitope sequence, predict whether binding occurs between them. (1) The epitope is FIAGLIAIV. Result: 0 (the TCR does not bind to the epitope). The TCR CDR3 sequence is CASSMDRGSADTQYF. (2) The epitope is ATDALMTGY. The TCR CDR3 sequence is CASRPTGQLETQYF. Result: 1 (the TCR binds to the epitope). (3) The epitope is FPPTSFGPL. The TCR CDR3 sequence is CASSQTGGLGSPLHF. Result: 1 (the TCR binds to the epitope). (4) The epitope is CINGVCWTV. The TCR CDR3 sequence is CASSLGTQTYEQYF. Result: 1 (the TCR binds to the epitope). (5) The epitope is FADDLNQLTGY. The TCR CDR3 sequence is CASSLGPPSGRTANTGELFF. Result: 0 (the TCR does not bind to the epitope). (6) The epitope is RLRPGGKKR. The TCR CDR3 sequence is CASSNGVGIAEAFF. Result: 1 (the TCR binds to the epitope). (7) The epitope is ISPRTLNAW. The TCR CDR3 sequence is CASSSGTSNNEQFF. Result: 0 (the TCR does not bind to the epitope).